This data is from Reaction yield outcomes from USPTO patents with 853,638 reactions. The task is: Predict the reaction yield, written as a fraction of the theoretical maximum amount of product (1.0 means a 100% yield; for example, 0.34 means a 34% yield). (1) The reactants are [CH3:1][O:2][C:3]1[CH:12]=[C:11]2[C:6]([C:7](=O)[CH:8]([C:13]3[CH:18]=[CH:17][C:16]([O:19][CH3:20])=[CH:15][CH:14]=3)[CH2:9][O:10]2)=[CH:5][CH:4]=1.Cl.[NH2:23][OH:24]. The catalyst is N1C=CC=CC=1.C(O)C. The product is [CH3:1][O:2][C:3]1[CH:12]=[C:11]2[C:6]([C:7](=[N:23][OH:24])[CH:8]([C:13]3[CH:18]=[CH:17][C:16]([O:19][CH3:20])=[CH:15][CH:14]=3)[CH2:9][O:10]2)=[CH:5][CH:4]=1. The yield is 0.860. (2) The reactants are [C:1]([O:5]C(OC(OC(C)(C)C)=O)=O)(C)(C)C.[CH2:16]([NH:19][C:20]1[N:21]=[C:22]([NH2:30])[C:23]2[S:28][CH:27]=[C:26]([CH3:29])[C:24]=2[N:25]=1)[CH:17]=[CH2:18].[NH:31]1[CH2:35][CH2:34][CH2:33][CH2:32]1.C(OCC)(=O)C.CCCCCC. The catalyst is C(#N)C. The product is [CH2:16]([NH:19][C:20]1[N:21]=[C:22]([NH:30][C:1]([N:31]2[CH2:35][CH2:34][CH2:33][CH2:32]2)=[O:5])[C:23]2[S:28][CH:27]=[C:26]([CH3:29])[C:24]=2[N:25]=1)[CH:17]=[CH2:18]. The yield is 0.571. (3) The reactants are [Cl:1][C:2]1[CH:18]=[CH:17][C:5]2[CH2:6][CH2:7][N:8]([C:11](=[O:16])[C:12]([F:15])([F:14])[F:13])[CH2:9][CH2:10][C:4]=2[C:3]=1OS(C(F)(F)F)(=O)=O.[NH2:27][CH2:28][C:29]1[CH:38]=[CH:37][C:32]([C:33]([O:35][CH3:36])=[O:34])=[C:31]([F:39])[CH:30]=1.C1C=CC(P(C2C(C3C(P(C4C=CC=CC=4)C4C=CC=CC=4)=CC=C4C=3C=CC=C4)=C3C(C=CC=C3)=CC=2)C2C=CC=CC=2)=CC=1.C(=O)([O-])[O-].[Cs+].[Cs+]. The catalyst is C1(C)C=CC=CC=1.C1C=CC(/C=C/C(/C=C/C2C=CC=CC=2)=O)=CC=1.C1C=CC(/C=C/C(/C=C/C2C=CC=CC=2)=O)=CC=1.C1C=CC(/C=C/C(/C=C/C2C=CC=CC=2)=O)=CC=1.[Pd].[Pd]. The product is [Cl:1][C:2]1[CH:18]=[CH:17][C:5]2[CH2:6][CH2:7][N:8]([C:11](=[O:16])[C:12]([F:14])([F:15])[F:13])[CH2:9][CH2:10][C:4]=2[C:3]=1[NH:27][CH2:28][C:29]1[CH:38]=[CH:37][C:32]([C:33]([O:35][CH3:36])=[O:34])=[C:31]([F:39])[CH:30]=1. The yield is 1.00. (4) The reactants are F[P-](F)(F)(F)(F)F.[N:8]1(OC(N(C)C)=[N+](C)C)[C:12]2C=CC=CC=2N=N1.Cl.[N:26]1([CH2:32][CH2:33][CH2:34][O:35][C:36]2[CH:41]=[CH:40][C:39]([C:42]3([C:48]([OH:50])=O)[CH2:47][CH2:46][O:45][CH2:44][CH2:43]3)=[CH:38][CH:37]=2)[CH2:31][CH2:30][O:29][CH2:28][CH2:27]1.Cl.CN.CCN(C(C)C)C(C)C. The yield is 0.760. The product is [CH3:12][NH:8][C:48]([C:42]1([C:39]2[CH:40]=[CH:41][C:36]([O:35][CH2:34][CH2:33][CH2:32][N:26]3[CH2:31][CH2:30][O:29][CH2:28][CH2:27]3)=[CH:37][CH:38]=2)[CH2:47][CH2:46][O:45][CH2:44][CH2:43]1)=[O:50]. The catalyst is CN(C)C=O. (5) The reactants are [F:1][C:2]1[CH:3]=[C:4]([N:17]2[CH2:22][CH2:21][O:20][CH2:19][CH2:18]2)[CH:5]=[CH:6][C:7]=1[CH2:8][N:9]1[CH2:16][CH:15]2[CH:11]([CH2:12][NH:13][CH2:14]2)[CH2:10]1.C(N(CC)C(C)C)(C)C.[CH2:32]1[C:37](=[O:38])[N:36]([O:39][C:40](ON2C(=O)CCC2=O)=[O:41])[C:34](=[O:35])[CH2:33]1. The catalyst is ClCCl. The product is [F:1][C:2]1[CH:3]=[C:4]([N:17]2[CH2:22][CH2:21][O:20][CH2:19][CH2:18]2)[CH:5]=[CH:6][C:7]=1[CH2:8][N:9]1[CH2:16][CH:15]2[CH2:14][N:13]([C:40]([O:39][N:36]3[C:37](=[O:38])[CH2:32][CH2:33][C:34]3=[O:35])=[O:41])[CH2:12][CH:11]2[CH2:10]1. The yield is 0.790. (6) The reactants are Cl[C:2]1[N:10]=[C:9]2[C:5]([N:6]=[CH:7][N:8]2[CH2:11][O:12][CH2:13][CH2:14][Si:15]([CH3:18])([CH3:17])[CH3:16])=[C:4]([C:19]2[O:20][CH:21]=[CH:22][CH:23]=2)[N:3]=1.[CH3:24][NH:25][CH3:26]. The catalyst is C(O)(C)C.O. The product is [CH3:24][N:25]([CH3:26])[C:2]1[N:10]=[C:9]2[C:5]([N:6]=[CH:7][N:8]2[CH2:11][O:12][CH2:13][CH2:14][Si:15]([CH3:18])([CH3:17])[CH3:16])=[C:4]([C:19]2[O:20][CH:21]=[CH:22][CH:23]=2)[N:3]=1. The yield is 0.860. (7) The reactants are [CH2:1]([O:8][C:9]1[CH:14]=[CH:13][C:12]([O:15][C:16](=[O:23])[C:17]2[CH:22]=[CH:21][CH:20]=[CH:19][CH:18]=2)=[CH:11][C:10]=1[N+:24]([O-])=O)[C:2]1[CH:7]=[CH:6][CH:5]=[CH:4][CH:3]=1.[H][H]. The catalyst is CO.C(Cl)Cl. The product is [NH2:24][C:10]1[CH:11]=[C:12]([O:15][C:16](=[O:23])[C:17]2[CH:18]=[CH:19][CH:20]=[CH:21][CH:22]=2)[CH:13]=[CH:14][C:9]=1[O:8][CH2:1][C:2]1[CH:7]=[CH:6][CH:5]=[CH:4][CH:3]=1. The yield is 0.790. (8) The reactants are [NH2:1][C:2]1[CH:11]=[C:10]2[C:5]([CH2:6][CH2:7][N:8]([C:12](=[O:17])[C:13]([F:16])([F:15])[F:14])[CH2:9]2)=[C:4]([C:18]2[CH:23]=[CH:22][CH:21]=[CH:20][C:19]=2[Cl:24])[CH:3]=1.C(N(CC)CC)C.[Cl:32][C:33]1[CH:38]=[CH:37][C:36]([S:39](Cl)(=[O:41])=[O:40])=[CH:35][CH:34]=1. The catalyst is ClCCl. The product is [Cl:32][C:33]1[CH:38]=[CH:37][C:36]([S:39]([NH:1][C:2]2[CH:11]=[C:10]3[C:5]([CH2:6][CH2:7][N:8]([C:12](=[O:17])[C:13]([F:16])([F:14])[F:15])[CH2:9]3)=[C:4]([C:18]3[CH:23]=[CH:22][CH:21]=[CH:20][C:19]=3[Cl:24])[CH:3]=2)(=[O:41])=[O:40])=[CH:35][CH:34]=1. The yield is 0.440.